From a dataset of Peptide-MHC class II binding affinity with 134,281 pairs from IEDB. Regression. Given a peptide amino acid sequence and an MHC pseudo amino acid sequence, predict their binding affinity value. This is MHC class II binding data. (1) The peptide sequence is KKDQVVMTSLALVGAALK. The MHC is DRB1_0701 with pseudo-sequence DRB1_0701. The binding affinity (normalized) is 0.671. (2) The peptide sequence is EKLKKVLEVYEARLS. The MHC is DRB1_1501 with pseudo-sequence DRB1_1501. The binding affinity (normalized) is 0.763. (3) The peptide sequence is EKKYFAATQFSPLAA. The MHC is DRB1_0701 with pseudo-sequence DRB1_0701. The binding affinity (normalized) is 0.826. (4) The peptide sequence is YFESFVREFVATART. The MHC is DRB1_0301 with pseudo-sequence DRB1_0301. The binding affinity (normalized) is 0.396. (5) The peptide sequence is PAAAYATATPAAATA. The MHC is HLA-DQA10501-DQB10201 with pseudo-sequence HLA-DQA10501-DQB10201. The binding affinity (normalized) is 0.309.